This data is from NCI-60 drug combinations with 297,098 pairs across 59 cell lines. The task is: Regression. Given two drug SMILES strings and cell line genomic features, predict the synergy score measuring deviation from expected non-interaction effect. (1) Drug 1: CC1C(C(CC(O1)OC2CC(CC3=C2C(=C4C(=C3O)C(=O)C5=C(C4=O)C(=CC=C5)OC)O)(C(=O)C)O)N)O.Cl. Drug 2: C1=C(C(=O)NC(=O)N1)N(CCCl)CCCl. Cell line: SF-539. Synergy scores: CSS=41.7, Synergy_ZIP=-7.78, Synergy_Bliss=-1.62, Synergy_Loewe=-15.7, Synergy_HSA=1.01. (2) Drug 1: CC(C1=C(C=CC(=C1Cl)F)Cl)OC2=C(N=CC(=C2)C3=CN(N=C3)C4CCNCC4)N. Drug 2: C1C(C(OC1N2C=NC3=C2NC=NCC3O)CO)O. Cell line: SNB-19. Synergy scores: CSS=8.30, Synergy_ZIP=-0.895, Synergy_Bliss=2.88, Synergy_Loewe=2.96, Synergy_HSA=2.96. (3) Synergy scores: CSS=8.52, Synergy_ZIP=-8.20, Synergy_Bliss=-7.79, Synergy_Loewe=-8.72, Synergy_HSA=-6.45. Drug 1: CNC(=O)C1=CC=CC=C1SC2=CC3=C(C=C2)C(=NN3)C=CC4=CC=CC=N4. Drug 2: C1=C(C(=O)NC(=O)N1)N(CCCl)CCCl. Cell line: HCT116. (4) Drug 1: COC1=CC(=CC(=C1O)OC)C2C3C(COC3=O)C(C4=CC5=C(C=C24)OCO5)OC6C(C(C7C(O6)COC(O7)C8=CC=CS8)O)O. Drug 2: CCCS(=O)(=O)NC1=C(C(=C(C=C1)F)C(=O)C2=CNC3=C2C=C(C=N3)C4=CC=C(C=C4)Cl)F. Cell line: OVCAR-5. Synergy scores: CSS=8.42, Synergy_ZIP=-4.83, Synergy_Bliss=0.0528, Synergy_Loewe=-20.8, Synergy_HSA=-4.95. (5) Drug 1: CC1C(C(CC(O1)OC2CC(OC(C2O)C)OC3=CC4=CC5=C(C(=O)C(C(C5)C(C(=O)C(C(C)O)O)OC)OC6CC(C(C(O6)C)O)OC7CC(C(C(O7)C)O)OC8CC(C(C(O8)C)O)(C)O)C(=C4C(=C3C)O)O)O)O. Drug 2: C(CCl)NC(=O)N(CCCl)N=O. Cell line: CCRF-CEM. Synergy scores: CSS=53.2, Synergy_ZIP=8.45, Synergy_Bliss=12.6, Synergy_Loewe=-20.9, Synergy_HSA=11.2. (6) Drug 1: CC(C1=C(C=CC(=C1Cl)F)Cl)OC2=C(N=CC(=C2)C3=CN(N=C3)C4CCNCC4)N. Drug 2: C1C(C(OC1N2C=NC3=C2NC=NCC3O)CO)O. Cell line: NCI-H522. Synergy scores: CSS=10.8, Synergy_ZIP=-0.572, Synergy_Bliss=4.91, Synergy_Loewe=4.46, Synergy_HSA=4.43. (7) Drug 1: CC12CCC(CC1=CCC3C2CCC4(C3CC=C4C5=CN=CC=C5)C)O. Drug 2: CC1CCC2CC(C(=CC=CC=CC(CC(C(=O)C(C(C(=CC(C(=O)CC(OC(=O)C3CCCCN3C(=O)C(=O)C1(O2)O)C(C)CC4CCC(C(C4)OC)OCCO)C)C)O)OC)C)C)C)OC. Cell line: UO-31. Synergy scores: CSS=18.1, Synergy_ZIP=3.00, Synergy_Bliss=4.90, Synergy_Loewe=7.97, Synergy_HSA=8.92. (8) Drug 1: C1=CC=C(C=C1)NC(=O)CCCCCCC(=O)NO. Drug 2: COCCOC1=C(C=C2C(=C1)C(=NC=N2)NC3=CC=CC(=C3)C#C)OCCOC.Cl. Cell line: OVCAR3. Synergy scores: CSS=9.18, Synergy_ZIP=-7.65, Synergy_Bliss=-6.84, Synergy_Loewe=-14.9, Synergy_HSA=-8.05. (9) Drug 1: CCC1(CC2CC(C3=C(CCN(C2)C1)C4=CC=CC=C4N3)(C5=C(C=C6C(=C5)C78CCN9C7C(C=CC9)(C(C(C8N6C=O)(C(=O)OC)O)OC(=O)C)CC)OC)C(=O)OC)O.OS(=O)(=O)O. Drug 2: C1CN(CCN1C(=O)CCBr)C(=O)CCBr. Cell line: PC-3. Synergy scores: CSS=7.91, Synergy_ZIP=-0.557, Synergy_Bliss=2.06, Synergy_Loewe=-1.53, Synergy_HSA=-1.47. (10) Drug 1: COC1=CC(=CC(=C1O)OC)C2C3C(COC3=O)C(C4=CC5=C(C=C24)OCO5)OC6C(C(C7C(O6)COC(O7)C8=CC=CS8)O)O. Drug 2: CC1C(C(CC(O1)OC2CC(OC(C2O)C)OC3=CC4=CC5=C(C(=O)C(C(C5)C(C(=O)C(C(C)O)O)OC)OC6CC(C(C(O6)C)O)OC7CC(C(C(O7)C)O)OC8CC(C(C(O8)C)O)(C)O)C(=C4C(=C3C)O)O)O)O. Cell line: HCC-2998. Synergy scores: CSS=38.6, Synergy_ZIP=0.931, Synergy_Bliss=6.48, Synergy_Loewe=4.72, Synergy_HSA=6.69.